This data is from Catalyst prediction with 721,799 reactions and 888 catalyst types from USPTO. The task is: Predict which catalyst facilitates the given reaction. (1) The catalyst class is: 7. Product: [OH:2][CH2:1][CH:3]1[CH2:4][CH:5]2[N:10]([C:11]([O:13][CH2:14][C:15]3[CH:16]=[CH:17][CH:18]=[CH:19][CH:20]=3)=[O:12])[CH:8]([CH2:7][CH2:6]2)[CH2:9]1. Reactant: [CH:1]([CH:3]1[CH2:9][CH:8]2[N:10]([C:11]([O:13][CH2:14][C:15]3[CH:20]=[CH:19][CH:18]=[CH:17][CH:16]=3)=[O:12])[CH:5]([CH2:6][CH2:7]2)[CH2:4]1)=[O:2].[BH4-].[Na+]. (2) The catalyst class is: 7. Reactant: CN(C)CCNC.C([Li])CCC.[CH3:13][O:14][C:15]1[C:24]2[C:19](=[CH:20][CH:21]=[CH:22][CH:23]=2)[CH:18]=[CH:17][C:16]=1[CH:25]=[O:26].[C:27](=[O:29])=[O:28].Cl. Product: [OH:26][CH:25]1[O:29][C:27](=[O:28])[C:17]2[CH:18]=[C:19]3[C:24](=[C:15]([O:14][CH3:13])[C:16]1=2)[CH:23]=[CH:22][CH:21]=[CH:20]3. (3) Reactant: [C:1]1([N:7]2[C:11]3[C:12]([C:16]#[N:17])=[CH:13][CH:14]=[CH:15][C:10]=3[N:9]=[CH:8]2)[CH:6]=[CH:5][CH:4]=[CH:3][CH:2]=1.[CH2:18](Cl)Cl.[F:21][C:22]([F:29])([F:28])[S:23]([O:26]C)(=[O:25])=[O:24]. Product: [F:21][C:22]([F:29])([F:28])[S:23]([O-:26])(=[O:25])=[O:24].[C:16]([C:12]1[C:11]2[N:7]([C:1]3[CH:2]=[CH:3][CH:4]=[CH:5][CH:6]=3)[CH:8]=[N+:9]([CH3:18])[C:10]=2[CH:15]=[CH:14][CH:13]=1)#[N:17]. The catalyst class is: 28. (4) The catalyst class is: 65. Reactant: [F:1][C:2]1[CH:3]=[CH:4][C:5]([CH3:12])=[C:6]([NH:8][C:9](=[O:11])[CH3:10])[CH:7]=1.[N+:13]([O-])([OH:15])=[O:14]. Product: [F:1][C:2]1[C:3]([N+:13]([O-:15])=[O:14])=[CH:4][C:5]([CH3:12])=[C:6]([NH:8][C:9](=[O:11])[CH3:10])[CH:7]=1. (5) Reactant: [H-].[Na+].[CH2:3]1[CH2:16][O:15][C:14]2[CH:13]=[C:12]3[C:7]([C:8]([C:18]4[CH:23]=[CH:22][CH:21]=[CH:20][CH:19]=4)=[N:9][C:10](=[O:17])[NH:11]3)=[CH:6][C:5]=2[O:4]1.I[CH:25]([CH3:27])[CH3:26]. The catalyst class is: 3. Product: [CH2:3]1[CH2:16][O:15][C:14]2[CH:13]=[C:12]3[C:7]([C:8]([C:18]4[CH:23]=[CH:22][CH:21]=[CH:20][CH:19]=4)=[N:9][C:10]([O:17][CH:25]([CH3:27])[CH3:26])=[N:11]3)=[CH:6][C:5]=2[O:4]1.